From a dataset of Full USPTO retrosynthesis dataset with 1.9M reactions from patents (1976-2016). Predict the reactants needed to synthesize the given product. (1) Given the product [C:17]1([NH:9][N:8]([C:10]2[CH:15]=[CH:14][CH:13]=[CH:12][CH:11]=2)[C:2]2[CH:3]=[CH:4][CH:5]=[CH:6][CH:7]=2)[CH:22]=[CH:21][CH:20]=[CH:19][CH:18]=1, predict the reactants needed to synthesize it. The reactants are: Cl.[C:2]1([N:8]([C:10]2[CH:15]=[CH:14][CH:13]=[CH:12][CH:11]=2)[NH2:9])[CH:7]=[CH:6][CH:5]=[CH:4][CH:3]=1.Br[C:17]1[CH:22]=[CH:21][CH:20]=[CH:19][CH:18]=1.CC([O-])(C)C.[Na+]. (2) Given the product [CH:14]12[O:19][CH:17]([CH2:16][CH2:15]1)[CH2:18][N:12]([C:4]1[N:3]=[C:2]([C:24]3[CH:25]=[CH:26][C:21]([NH2:20])=[CH:22][CH:23]=3)[N:7]=[C:6]3[N:8]([CH3:11])[N:9]=[CH:10][C:5]=13)[CH2:13]2, predict the reactants needed to synthesize it. The reactants are: Cl[C:2]1[N:7]=[C:6]2[N:8]([CH3:11])[N:9]=[CH:10][C:5]2=[C:4]([N:12]2[CH2:18][CH:17]3[O:19][CH:14]([CH2:15][CH2:16]3)[CH2:13]2)[N:3]=1.[NH2:20][C:21]1[CH:26]=[CH:25][C:24](B2OC(C)(C)C(C)(C)O2)=[CH:23][CH:22]=1. (3) The reactants are: [CH2:1]([OH:4])[CH2:2][OH:3].[H-].[Na+].[CH3:7][O:8][C:9]1[CH:14]=[CH:13][CH:12]=[C:11]([CH2:15]Cl)[CH:10]=1.O. Given the product [CH3:7][O:8][C:9]1[CH:10]=[C:11]([CH2:15][O:3][CH2:2][CH2:1][OH:4])[CH:12]=[CH:13][CH:14]=1, predict the reactants needed to synthesize it. (4) Given the product [SH:15][C:14]1[O:10][C:4]2[CH:5]=[CH:6][C:7]([OH:9])=[CH:8][C:3]=2[N:2]=1, predict the reactants needed to synthesize it. The reactants are: Cl.[NH2:2][C:3]1[CH:8]=[C:7]([OH:9])[CH:6]=[CH:5][C:4]=1[OH:10].C(O[C:14]([S-])=[S:15])C.[K+]. (5) Given the product [CH:13]1([N:17]2[CH2:23][CH2:22][C:21]3[CH:24]=[CH:25][C:26]([O:28][C:29]4[N:34]=[CH:33][C:32]([C:35]([NH:4][CH:3]5[CH2:1][CH2:8]5)=[O:37])=[CH:31][CH:30]=4)=[CH:27][C:20]=3[CH2:19][CH2:18]2)[CH2:14][CH2:15][CH2:16]1, predict the reactants needed to synthesize it. The reactants are: [C:1]([C:8]1NC=CN=1)([C:3]1[NH:4]C=CN=1)=O.[CH:13]1([N:17]2[CH2:23][CH2:22][C:21]3[CH:24]=[CH:25][C:26]([O:28][C:29]4[N:34]=[CH:33][C:32]([C:35]([OH:37])=O)=[CH:31][CH:30]=4)=[CH:27][C:20]=3[CH2:19][CH2:18]2)[CH2:16][CH2:15][CH2:14]1.C1(N)CC1. (6) Given the product [F:15][C:8]1[CH:7]=[C:6]([CH:11]=[C:10]([N+:12]([O-:14])=[O:13])[CH:9]=1)[CH2:5][OH:4], predict the reactants needed to synthesize it. The reactants are: [BH4-].[Li+].C[O:4][C:5](=O)[C:6]1[CH:11]=[C:10]([N+:12]([O-:14])=[O:13])[CH:9]=[C:8]([F:15])[CH:7]=1.C(OCC)C.Cl. (7) Given the product [CH:1]1([C:4]2[NH:8][N:7]=[C:6]([NH:9][C:10]3[C:19]4[C:14](=[CH:15][C:16]([O:35][CH2:34][CH2:33][O:32][CH3:31])=[CH:17][CH:18]=4)[N:13]=[C:12]([NH:21][C@H:22]([C:24]4[CH:25]=[CH:26][C:27]([F:30])=[CH:28][CH:29]=4)[CH3:23])[N:11]=3)[CH:5]=2)[CH2:2][CH2:3]1, predict the reactants needed to synthesize it. The reactants are: [CH:1]1([C:4]2[NH:8][N:7]=[C:6]([NH:9][C:10]3[C:19]4[C:14](=[CH:15][C:16](F)=[CH:17][CH:18]=4)[N:13]=[C:12]([NH:21][C@H:22]([C:24]4[CH:29]=[CH:28][C:27]([F:30])=[CH:26][CH:25]=4)[CH3:23])[N:11]=3)[CH:5]=2)[CH2:3][CH2:2]1.[CH3:31][O:32][CH2:33][CH2:34][OH:35].CC(C)([O-])C.[K+].